This data is from Full USPTO retrosynthesis dataset with 1.9M reactions from patents (1976-2016). The task is: Predict the reactants needed to synthesize the given product. The reactants are: [NH2:1][CH2:2][C:3](=[C:10]1[CH2:15][CH2:14][N:13]([C:16]([O:18][C:19]([CH3:22])([CH3:21])[CH3:20])=[O:17])[CH2:12][CH2:11]1)[C:4]1[CH:5]=[N:6][CH:7]=[CH:8][CH:9]=1.N. Given the product [NH2:1][CH2:2][CH:3]([CH:10]1[CH2:15][CH2:14][N:13]([C:16]([O:18][C:19]([CH3:22])([CH3:21])[CH3:20])=[O:17])[CH2:12][CH2:11]1)[C:4]1[CH:5]=[N:6][CH:7]=[CH:8][CH:9]=1, predict the reactants needed to synthesize it.